Task: Predict the reactants needed to synthesize the given product.. Dataset: Full USPTO retrosynthesis dataset with 1.9M reactions from patents (1976-2016) (1) Given the product [OH:25][CH2:23][C:24]1[CH:17]=[CH:16][C:15]([CH3:20])=[N:12][CH:11]=1, predict the reactants needed to synthesize it. The reactants are: C(OC1C=C[N:12]([C:15]2[CH:20]=CC(O)=[CH:17][CH:16]=2)[C:11](=O)C=1)C1C=CC=CC=1.[CH2:23]([OH:25])[CH3:24]. (2) Given the product [N:2]12[CH2:9][CH2:8][CH:5]([CH2:6][CH2:7]1)[C@@H:4]([OH:10])[CH2:3]2, predict the reactants needed to synthesize it. The reactants are: Cl.[N:2]12[CH2:9][CH2:8][CH:5]([CH2:6][CH2:7]1)[C@@H:4]([OH:10])[CH2:3]2.